Dataset: Reaction yield outcomes from USPTO patents with 853,638 reactions. Task: Predict the reaction yield, written as a fraction of the theoretical maximum amount of product (1.0 means a 100% yield; for example, 0.34 means a 34% yield). (1) The reactants are [OH-:1].[Na+].[CH3:3][C:4]1[C:12]2[C:7](=[N:8][CH:9]=[CH:10][CH:11]=2)[NH:6][N:5]=1.[O-][Mn](=O)(=O)=O.[K+].C[OH:20]. The catalyst is O.C(Cl)Cl. The product is [NH:6]1[C:7]2=[N:8][CH:9]=[CH:10][CH:11]=[C:12]2[C:4]([C:3]([OH:20])=[O:1])=[N:5]1. The yield is 0.810. (2) The reactants are [NH2:1][C:2]1[CH:7]=[C:6]([O:8][C:9]2[CH:14]=[CH:13][C:12]([N+:15]([O-:17])=[O:16])=[CH:11][C:10]=2[F:18])[N:5]=[CH:4][N:3]=1.C(N(CC)CC)C.Cl[C:27](OC1C=CC=CC=1)=[O:28].[NH:36]1[CH2:41][CH2:40][CH2:39][CH2:38][CH2:37]1. The catalyst is O1CCCC1. The product is [F:18][C:10]1[CH:11]=[C:12]([N+:15]([O-:17])=[O:16])[CH:13]=[CH:14][C:9]=1[O:8][C:6]1[N:5]=[CH:4][N:3]=[C:2]([NH:1][C:27]([N:36]2[CH2:41][CH2:40][CH2:39][CH2:38][CH2:37]2)=[O:28])[CH:7]=1. The yield is 0.635. (3) The reactants are [H-].[Na+].[O:3]=[C:4]1[C:10]2[CH:11]=[C:12]([C:15]([O:17][CH3:18])=[O:16])[CH:13]=[CH:14][C:9]=2[O:8][CH2:7][CH2:6][NH:5]1.Br[CH2:20][C:21]1[CH:26]=[CH:25][C:24]([O:27][CH3:28])=[CH:23][CH:22]=1. The catalyst is CN(C=O)C. The product is [CH3:28][O:27][C:24]1[CH:25]=[CH:26][C:21]([CH2:20][N:5]2[C:4](=[O:3])[C:10]3[CH:11]=[C:12]([C:15]([O:17][CH3:18])=[O:16])[CH:13]=[CH:14][C:9]=3[O:8][CH2:7][CH2:6]2)=[CH:22][CH:23]=1. The yield is 0.450. (4) The reactants are [CH3:1][O:2][C:3]([C@@H:5]1[C@@H:10]2[CH2:11][C@@H:7]([CH:8]=[CH:9]2)[C@@H:6]1C(O)=O)=[O:4].C([N:17](CC)CC)C.Cl[C:23]([O:25][CH2:26][CH3:27])=[O:24].[N-]=[N+]=[N-].[Na+].[CH2:32](O)[C:33]1C=C[CH:36]=[CH:35][CH:34]=1. The catalyst is O1CCCC1.O.C1C=CC=CC=1.ClCCl. The product is [CH2:26]([O:25][C:23]([NH:17][C@H:6]1[C@H:7]2[CH2:11][C@H:10]([CH:9]=[CH:8]2)[C@H:5]1[C:3]([O:2][CH3:1])=[O:4])=[O:24])[C:27]1[CH:36]=[CH:35][CH:34]=[CH:33][CH:32]=1. The yield is 0.770. (5) The reactants are [Cl:1][C:2]1[CH:3]=[C:4]([CH2:13][C@@H:14]([CH2:19][C:20]([O:22][CH3:23])=[O:21])[C:15]([O:17]C)=O)[C:5]([CH2:11]Cl)=[C:6]2[C:10]=1[NH:9][N:8]=[CH:7]2.Cl.Cl.[NH:26]1[CH:30]=[CH:29][N:28]=[C:27]1[CH2:31][NH2:32].C(N(CC)CC)C.C(O)(=O)C. The catalyst is C(#N)C.ClCCl. The product is [NH:26]1[CH:30]=[CH:29][N:28]=[C:27]1[CH2:31][N:32]1[C:15](=[O:17])[C@H:14]([CH2:19][C:20]([O:22][CH3:23])=[O:21])[CH2:13][C:4]2[CH:3]=[C:2]([Cl:1])[C:10]3[NH:9][N:8]=[CH:7][C:6]=3[C:5]=2[CH2:11]1. The yield is 0.240. (6) The reactants are C([O:3][C:4]([C:6]1([NH:15][C:16](=[O:29])[C:17]2[CH:22]=[CH:21][CH:20]=[C:19]([CH3:23])[C:18]=2[C:24]2[CH2:28][CH2:27][CH2:26][CH:25]=2)[CH2:14][C:13]2[C:8](=[CH:9][CH:10]=[CH:11][CH:12]=2)[CH2:7]1)=[O:5])C.[OH-].[K+].O. The catalyst is CCO. The product is [C:24]1([C:18]2[C:19]([CH3:23])=[CH:20][CH:21]=[CH:22][C:17]=2[C:16]([NH:15][C:6]2([C:4]([OH:5])=[O:3])[CH2:7][C:8]3[C:13](=[CH:12][CH:11]=[CH:10][CH:9]=3)[CH2:14]2)=[O:29])[CH2:28][CH2:27][CH2:26][CH:25]=1. The yield is 1.00. (7) The reactants are [Cl:1][C:2]1[C:3]([O:12][C:13]2[CH:18]=[C:17]([O:19][CH2:20][CH2:21][O:22][CH3:23])[CH:16]=[CH:15][C:14]=2/[CH:24]=[CH:25]/[C:26](O)=[O:27])=[N:4][CH:5]=[C:6]([C:8]([F:11])([F:10])[F:9])[CH:7]=1.Cl.C(N=C=NCCCN(C)C)C.[F:41][C:42]([F:54])([F:53])[C:43]1[CH:48]=[CH:47][C:46]([S:49]([NH2:52])(=[O:51])=[O:50])=[CH:45][CH:44]=1.Cl. The catalyst is C(#N)C.CN(C)C1C=CN=CC=1.C(OCC)(=O)C. The product is [Cl:1][C:2]1[C:3]([O:12][C:13]2[CH:18]=[C:17]([O:19][CH2:20][CH2:21][O:22][CH3:23])[CH:16]=[CH:15][C:14]=2/[CH:24]=[CH:25]/[C:26]([NH:52][S:49]([C:46]2[CH:45]=[CH:44][C:43]([C:42]([F:41])([F:54])[F:53])=[CH:48][CH:47]=2)(=[O:50])=[O:51])=[O:27])=[N:4][CH:5]=[C:6]([C:8]([F:11])([F:9])[F:10])[CH:7]=1. The yield is 0.640.